This data is from Catalyst prediction with 721,799 reactions and 888 catalyst types from USPTO. The task is: Predict which catalyst facilitates the given reaction. (1) Reactant: [CH2:1]([NH:8][C:9](=O)[CH:10]([C:15]([F:18])([F:17])[F:16])[C:11]([F:14])([F:13])[F:12])[C:2]1[CH:7]=[CH:6][CH:5]=[CH:4][CH:3]=1. Product: [CH2:1]([NH:8][CH2:9][CH:10]([C:11]([F:12])([F:14])[F:13])[C:15]([F:16])([F:17])[F:18])[C:2]1[CH:3]=[CH:4][CH:5]=[CH:6][CH:7]=1. The catalyst class is: 1. (2) Reactant: N12CCCN=C1CCCCC2.Cl.[CH3:13][NH:14][CH2:15][C:16]1[CH:24]=[CH:23][CH:22]=[C:21]2[C:17]=1[CH2:18][N:19]([CH:26]1[CH2:31][CH2:30][C:29](=[O:32])[NH:28][C:27]1=[O:33])[C:20]2=[O:25].ON1C2C=CC=CC=2N=N1.[C:44]([NH:51][CH2:52][CH2:53][C:54]([OH:56])=O)([O:46][C:47]([CH3:50])([CH3:49])[CH3:48])=[O:45].Cl.CN(C)CCCN=C=NCC. Product: [C:47]([O:46][C:44](=[O:45])[NH:51][CH2:52][CH2:53][C:54](=[O:56])[N:14]([CH2:15][C:16]1[CH:24]=[CH:23][CH:22]=[C:21]2[C:17]=1[CH2:18][N:19]([CH:26]1[CH2:31][CH2:30][C:29](=[O:32])[NH:28][C:27]1=[O:33])[C:20]2=[O:25])[CH3:13])([CH3:48])([CH3:49])[CH3:50]. The catalyst class is: 23. (3) Reactant: OC(C(F)(F)F)=O.[NH:8]1[C:12]2([CH2:16][CH2:15][O:14][CH2:13]2)[CH2:11][CH2:10][CH2:9]1.C(N(CC)CC)C.[CH3:24][O:25][C:26]1[CH:31]=[CH:30][C:29]([C:32]2[O:36][C:35]([C:37]([N:39]3[CH2:42][CH:41]([O:43][C:44]4[CH:51]=[CH:50][C:47]([CH:48]=O)=[CH:46][CH:45]=4)[CH2:40]3)=[O:38])=[N:34][N:33]=2)=[CH:28][CH:27]=1.[Na].C([O-])(O)=O.[Na+]. Product: [N:8]1([CH2:48][C:47]2[CH:46]=[CH:45][C:44]([O:43][CH:41]3[CH2:42][N:39]([C:37]([C:35]4[O:36][C:32]([C:29]5[CH:30]=[CH:31][C:26]([O:25][CH3:24])=[CH:27][CH:28]=5)=[N:33][N:34]=4)=[O:38])[CH2:40]3)=[CH:51][CH:50]=2)[C:12]2([CH2:16][CH2:15][O:14][CH2:13]2)[CH2:11][CH2:10][CH2:9]1. The catalyst class is: 4.